This data is from Peptide-MHC class I binding affinity with 185,985 pairs from IEDB/IMGT. The task is: Regression. Given a peptide amino acid sequence and an MHC pseudo amino acid sequence, predict their binding affinity value. This is MHC class I binding data. (1) The peptide sequence is RKAKIIRDY. The MHC is HLA-B51:01 with pseudo-sequence HLA-B51:01. The binding affinity (normalized) is 0. (2) The peptide sequence is RQFPTAFQF. The MHC is Mamu-B3901 with pseudo-sequence Mamu-B3901. The binding affinity (normalized) is 0.617. (3) The peptide sequence is GLDDPRLEKL. The MHC is Mamu-B8701 with pseudo-sequence Mamu-B8701. The binding affinity (normalized) is 0.979. (4) The peptide sequence is TTRAWFDKK. The MHC is HLA-A24:03 with pseudo-sequence HLA-A24:03. The binding affinity (normalized) is 0.0847. (5) The peptide sequence is MCVCRDNWH. The MHC is HLA-A31:01 with pseudo-sequence HLA-A31:01. The binding affinity (normalized) is 0.0758. (6) The peptide sequence is ATIWQLLAF. The MHC is HLA-A29:02 with pseudo-sequence HLA-A29:02. The binding affinity (normalized) is 0.441.